Dataset: Catalyst prediction with 721,799 reactions and 888 catalyst types from USPTO. Task: Predict which catalyst facilitates the given reaction. (1) Reactant: F[C:2]1[N:10]=[C:9]2[C:5]([N:6]=[CH:7][N:8]2[CH:11]([CH3:13])[CH3:12])=[C:4]([NH:14][C:15]2[CH:20]=[CH:19][CH:18]=[CH:17][N:16]=2)[N:3]=1.CS(C)=O.[NH2:25][C@H:26]([CH2:29][CH3:30])[CH2:27][OH:28]. Product: [CH:11]([N:8]1[CH:7]=[N:6][C:5]2[C:9]1=[N:10][C:2]([NH:25][C@H:26]([CH2:29][CH3:30])[CH2:27][OH:28])=[N:3][C:4]=2[NH:14][C:15]1[CH:20]=[CH:19][CH:18]=[CH:17][N:16]=1)([CH3:13])[CH3:12]. The catalyst class is: 147. (2) Reactant: [N:1]1([CH2:7][CH2:8][NH:9][CH2:10][C:11]2[CH:16]=[CH:15][CH:14]=[C:13]([O:17][C:18]3[CH:23]=[CH:22][CH:21]=[C:20]([C:24]([F:27])([F:26])[F:25])[CH:19]=3)[CH:12]=2)[CH2:6][CH2:5][CH2:4][CH2:3][CH2:2]1.[CH:28]1([N:34]=[C:35]=[O:36])[CH2:33][CH2:32][CH2:31][CH2:30][CH2:29]1. Product: [CH:28]1([NH:34][C:35](=[O:36])[N:9]([CH2:8][CH2:7][N:1]2[CH2:6][CH2:5][CH2:4][CH2:3][CH2:2]2)[CH2:10][C:11]2[CH:16]=[CH:15][CH:14]=[C:13]([O:17][C:18]3[CH:23]=[CH:22][CH:21]=[C:20]([C:24]([F:25])([F:26])[F:27])[CH:19]=3)[CH:12]=2)[CH2:33][CH2:32][CH2:31][CH2:30][CH2:29]1. The catalyst class is: 2. (3) Reactant: [Cl:1][C:2]1[CH:7]=[CH:6][C:5]([N:8]2[C:16]([NH:17][CH:18]3[CH2:23][CH2:22][CH2:21][CH2:20][CH2:19]3)=[C:15]3[C:10]([CH:11]=[CH:12][CH:13]=[CH:14]3)=[N:9]2)=[CH:4][CH:3]=1.[CH3:24][O:25][C:26](=[O:37])[C:27]1[CH:32]=[CH:31][C:30]([CH3:33])=[C:29]([N:34]=[C:35]=[O:36])[CH:28]=1.CCN(CC)CC. Product: [CH3:24][O:25][C:26](=[O:37])[C:27]1[CH:32]=[CH:31][C:30]([CH3:33])=[C:29]([NH:34][C:35]([N:17]([C:16]2[N:8]([C:5]3[CH:6]=[CH:7][C:2]([Cl:1])=[CH:3][CH:4]=3)[N:9]=[C:10]3[C:15]=2[CH:14]=[CH:13][CH:12]=[CH:11]3)[CH:18]2[CH2:23][CH2:22][CH2:21][CH2:20][CH2:19]2)=[O:36])[CH:28]=1. The catalyst class is: 26. (4) Reactant: [OH:1][C:2]1[CH:3]=[C:4]2[C:8](=[CH:9][CH:10]=1)[NH:7][N:6]=[CH:5]2.[C:11]1([N:17]=[CH:18]OCC)[CH:16]=[CH:15][CH:14]=[CH:13][CH:12]=1. Product: [OH:1][C:2]1[C:3]([CH:18]=[N:17][C:11]2[CH:16]=[CH:15][CH:14]=[CH:13][CH:12]=2)=[C:4]2[C:8](=[CH:9][CH:10]=1)[NH:7][N:6]=[CH:5]2. The catalyst class is: 8.